Dataset: NCI-60 drug combinations with 297,098 pairs across 59 cell lines. Task: Regression. Given two drug SMILES strings and cell line genomic features, predict the synergy score measuring deviation from expected non-interaction effect. (1) Drug 1: C1=NC2=C(N1)C(=S)N=C(N2)N. Drug 2: CC1CCC2CC(C(=CC=CC=CC(CC(C(=O)C(C(C(=CC(C(=O)CC(OC(=O)C3CCCCN3C(=O)C(=O)C1(O2)O)C(C)CC4CCC(C(C4)OC)OCCO)C)C)O)OC)C)C)C)OC. Cell line: COLO 205. Synergy scores: CSS=23.9, Synergy_ZIP=-8.69, Synergy_Bliss=-6.57, Synergy_Loewe=-11.0, Synergy_HSA=-5.14. (2) Drug 1: CC1C(C(=O)NC(C(=O)N2CCCC2C(=O)N(CC(=O)N(C(C(=O)O1)C(C)C)C)C)C(C)C)NC(=O)C3=C4C(=C(C=C3)C)OC5=C(C(=O)C(=C(C5=N4)C(=O)NC6C(OC(=O)C(N(C(=O)CN(C(=O)C7CCCN7C(=O)C(NC6=O)C(C)C)C)C)C(C)C)C)N)C. Drug 2: CC1C(C(CC(O1)OC2CC(CC3=C2C(=C4C(=C3O)C(=O)C5=CC=CC=C5C4=O)O)(C(=O)C)O)N)O. Cell line: HS 578T. Synergy scores: CSS=44.7, Synergy_ZIP=15.7, Synergy_Bliss=15.2, Synergy_Loewe=13.9, Synergy_HSA=15.0.